From a dataset of Forward reaction prediction with 1.9M reactions from USPTO patents (1976-2016). Predict the product of the given reaction. (1) Given the reactants [F:1][C:2]1[CH:35]=[CH:34][C:5]([C:6](/[N:8]=[C:9]2\[NH:10][C:11]3[CH:26]=[CH:25][C:24]([CH2:27][N:28]4[CH2:33][CH2:32][O:31][CH2:30][CH2:29]4)=[CH:23][C:12]=3[N:13]\2[C@@H:14]2[CH2:19][CH2:18][C@H:17]([C:20](Cl)=[O:21])[CH2:16][CH2:15]2)=[O:7])=[CH:4][CH:3]=1.[NH2:36][C:37]([CH3:41])([CH3:40])[CH2:38][OH:39], predict the reaction product. The product is: [F:1][C:2]1[CH:35]=[CH:34][C:5]([C:6](/[N:8]=[C:9]2\[NH:10][C:11]3[CH:26]=[CH:25][C:24]([CH2:27][N:28]4[CH2:33][CH2:32][O:31][CH2:30][CH2:29]4)=[CH:23][C:12]=3[N:13]\2[C@H:14]2[CH2:19][CH2:18][C@@H:17]([C:20](=[O:21])[NH:36][C:37]([CH3:41])([CH3:40])[CH2:38][OH:39])[CH2:16][CH2:15]2)=[O:7])=[CH:4][CH:3]=1. (2) Given the reactants Cl[C:2]1[N:6]([CH3:7])[N:5]=[CH:4][C:3]=1[N+:8]([O-:10])=[O:9].[C:11]([CH:13]1[CH2:18][CH2:17][NH:16][CH2:15][CH2:14]1)#[N:12], predict the reaction product. The product is: [CH3:7][N:6]1[C:2]([N:16]2[CH2:17][CH2:18][CH:13]([C:11]#[N:12])[CH2:14][CH2:15]2)=[C:3]([N+:8]([O-:10])=[O:9])[CH:4]=[N:5]1. (3) The product is: [CH:13]([N:5]1[C:4]2[C:9](=[CH:10][CH:11]=[C:2]([B:23]([OH:28])[OH:24])[CH:3]=2)[NH:8][C:7](=[O:12])[CH2:6]1)([CH3:15])[CH3:14]. Given the reactants Br[C:2]1[CH:3]=[C:4]2[C:9](=[CH:10][CH:11]=1)[NH:8][C:7](=[O:12])[CH2:6][N:5]2[CH:13]([CH3:15])[CH3:14].[H-].[Na+].C([Li])CCC.[B:23](OC(C)C)([O:28]C(C)C)[O:24]C(C)C.Cl, predict the reaction product. (4) Given the reactants [CH3:1][C:2]([C:8]1[CH:13]=[CH:12][CH:11]=[CH:10][CH:9]=1)([CH3:7])[CH2:3][C:4]([OH:6])=O.[OH:14][C:15]1[C:23]2N=NNC=2C=C[CH:16]=1.[CH3:24]N1CCOCC1.[NH2:31][CH:32]([C:49]([CH3:53])([CH3:52])[CH:50]=[CH2:51])[C:33]([N:35]([CH3:48])[C@@H:36]([CH:45]([CH3:47])[CH3:46])/[CH:37]=[C:38](\[CH3:44])/[C:39]([O:41][CH2:42][CH3:43])=[O:40])=[O:34].[CH3:54][N:55](C)[CH:56]=[O:57], predict the reaction product. The product is: [C:15]([O:14][C:56]([N:55]([CH3:54])[C@H:3]([C:4]([NH:31][CH:32]([C:49]([CH3:52])([CH3:53])[CH:50]=[CH2:51])[C:33]([N:35]([CH3:48])[C@@H:36]([CH:45]([CH3:47])[CH3:46])/[CH:37]=[C:38](\[CH3:44])/[C:39]([O:41][CH2:42][CH3:43])=[O:40])=[O:34])=[O:6])[C:2]([CH3:1])([CH3:7])[C:8]1[CH:13]=[CH:12][CH:11]=[CH:10][CH:9]=1)=[O:57])([CH3:16])([CH3:23])[CH3:24]. (5) Given the reactants [C:1]([NH:11][CH2:12][C:13]([OH:15])=O)([O:3][CH2:4][C:5]1[CH:10]=[CH:9][CH:8]=[CH:7][CH:6]=1)=[O:2].CN1CCOCC1.C(OC(Cl)=O)C(C)C.[CH:31]([NH2:34])([CH3:33])[CH3:32], predict the reaction product. The product is: [CH2:4]([O:3][C:1](=[O:2])[NH:11][CH2:12][C:13](=[O:15])[NH:34][CH:31]([CH3:33])[CH3:32])[C:5]1[CH:6]=[CH:7][CH:8]=[CH:9][CH:10]=1. (6) Given the reactants [Cl:1][C:2]1[CH:10]=[C:9]([S:11][CH3:12])[CH:8]=[C:7]([Cl:13])[C:3]=1[C:4](O)=[O:5].C(Cl)(C(Cl)=O)=O.[NH3:20], predict the reaction product. The product is: [Cl:1][C:2]1[CH:10]=[C:9]([S:11][CH3:12])[CH:8]=[C:7]([Cl:13])[C:3]=1[C:4]([NH2:20])=[O:5].